This data is from Forward reaction prediction with 1.9M reactions from USPTO patents (1976-2016). The task is: Predict the product of the given reaction. (1) Given the reactants [F:1][C:2]1[CH:7]=[CH:6][C:5]([O:8][C:9]2[N:14]=[CH:13][C:12]([C:15]([N:17]([CH3:32])[C:18]3[CH:23]=[CH:22][C:21]([CH2:24][N:25]4[CH2:30][CH2:29][NH:28][C@@H:27]([CH3:31])[CH2:26]4)=[CH:20][CH:19]=3)=[O:16])=[CH:11][CH:10]=2)=[CH:4][CH:3]=1.[C:33]([OH:40])(=[O:39])/[CH:34]=[CH:35]/[C:36]([OH:38])=[O:37].O1CCOCC1, predict the reaction product. The product is: [C:33]([OH:40])(=[O:39])/[CH:34]=[CH:35]/[C:36]([OH:38])=[O:37].[F:1][C:2]1[CH:7]=[CH:6][C:5]([O:8][C:9]2[N:14]=[CH:13][C:12]([C:15]([N:17]([CH3:32])[C:18]3[CH:23]=[CH:22][C:21]([CH2:24][N:25]4[CH2:30][CH2:29][NH:28][C@@H:27]([CH3:31])[CH2:26]4)=[CH:20][CH:19]=3)=[O:16])=[CH:11][CH:10]=2)=[CH:4][CH:3]=1. (2) The product is: [NH2:21][C:13]1[CH:14]=[C:15]([CH:19]=[CH:20][C:12]=1[CH:11]=[CH:10][C:3]1[C:4]2[C:9](=[CH:8][CH:7]=[CH:6][CH:5]=2)[NH:1][N:2]=1)[C:16]([OH:18])=[O:17]. Given the reactants [NH:1]1[C:9]2[C:4](=[CH:5][CH:6]=[CH:7][CH:8]=2)[C:3]([CH:10]=[CH:11][C:12]2[CH:20]=[CH:19][C:15]([C:16]([OH:18])=[O:17])=[CH:14][C:13]=2[N+:21]([O-])=O)=[N:2]1.[Sn].Cl, predict the reaction product. (3) Given the reactants N(C(OCC)=O)=NC(OCC)=O.[CH2:13]([OH:16])[C:14]#[CH:15].C1(P(C2C=CC=CC=2)C2C=CC=CC=2)C=CC=CC=1.O[N:37]1[C:41](=[O:42])[C:40]2=[CH:43][CH:44]=[CH:45][CH:46]=[C:39]2[C:38]1=[O:47], predict the reaction product. The product is: [CH2:13]([O:16][N:37]1[C:41](=[O:42])[C:40]2[C:39](=[CH:46][CH:45]=[CH:44][CH:43]=2)[C:38]1=[O:47])[C:14]#[CH:15].